The task is: Predict the product of the given reaction.. This data is from Forward reaction prediction with 1.9M reactions from USPTO patents (1976-2016). (1) Given the reactants CCN=C=NCCCN(C)C.[CH:12]([C@H:15]1[CH2:19][O:18][C:17](=[O:20])[N:16]1[C:21]1[CH:26]=[CH:25][N:24]2[N:27]=[CH:28][C:29]([C:30]3[CH:38]=[CH:37][C:33]([C:34](O)=[O:35])=[CH:32][CH:31]=3)=[C:23]2[N:22]=1)([CH3:14])[CH3:13].C1C=CC2N(O)[N:46]=[N:45]C=2C=1.O.O.NN.C(N(CC)CC)C, predict the reaction product. The product is: [CH:12]([C@H:15]1[CH2:19][O:18][C:17](=[O:20])[N:16]1[C:21]1[CH:26]=[CH:25][N:24]2[N:27]=[CH:28][C:29]([C:30]3[CH:31]=[CH:32][C:33]([C:34]([NH:45][NH2:46])=[O:35])=[CH:37][CH:38]=3)=[C:23]2[N:22]=1)([CH3:14])[CH3:13]. (2) The product is: [NH2:19][CH2:18][CH2:17][CH2:16][O:15][C:11]1[CH:10]=[C:9]2[C:14](=[CH:13][CH:12]=1)[N:5]([CH3:4])[C:6](=[O:30])[CH:7]=[CH:8]2. Given the reactants O.NN.[CH3:4][N:5]1[C:14]2[C:9](=[CH:10][C:11]([O:15][CH2:16][CH2:17][CH2:18][N:19]3C(=O)C4C(=CC=CC=4)C3=O)=[CH:12][CH:13]=2)[CH:8]=[CH:7][C:6]1=[O:30], predict the reaction product. (3) Given the reactants [H-].[Na+].CO[C:5](=[O:15])[CH2:6][NH:7][C:8]([O:10][C:11]([CH3:14])([CH3:13])[CH3:12])=[O:9].[CH:16](OC)=O.Cl.[CH3:21][O:22][C:23](=[NH:25])[NH2:24], predict the reaction product. The product is: [CH3:21][O:22][C:23]1[NH:24][C:5](=[O:15])[C:6]([NH:7][C:8]([O:10][C:11]([CH3:12])([CH3:13])[CH3:14])=[O:9])=[CH:16][N:25]=1. (4) Given the reactants [C:1]([O:5][C:6](=[O:14])[CH2:7][C@H:8]1[CH2:11][C@@H:10]([CH2:12][OH:13])[CH2:9]1)(C)(C)C.FC(F)(F)C(O)=O, predict the reaction product. The product is: [CH3:1][O:5][C:6](=[O:14])[CH2:7][C@H:8]1[CH2:11][C@@H:10]([CH2:12][OH:13])[CH2:9]1. (5) Given the reactants [CH2:1]1[O:3][CH:2]1[CH2:4][OH:5].[CH3:6][O:7][C:8]1[CH:13]=[CH:12][C:11]([NH2:14])=[CH:10][CH:9]=1, predict the reaction product. The product is: [CH3:6][O:7][C:8]1[CH:13]=[CH:12][C:11]([NH:14][CH2:1][CH:2]([OH:3])[CH2:4][OH:5])=[CH:10][CH:9]=1. (6) Given the reactants [C:1]([O:5][C:6]([N:8]1[CH2:13][CH2:12][C:11]2[NH:14][N:15]=[C:16]([C:17]3[CH:22]=[CH:21][C:20]([Cl:23])=[C:19]([CH3:24])[CH:18]=3)[C:10]=2[CH2:9]1)=[O:7])([CH3:4])([CH3:3])[CH3:2].C([CH:27]1[O:29][CH2:28]1)Cl.[C:30](=O)([O-])[O-].[Cs+].[Cs+], predict the reaction product. The product is: [C:1]([O:5][C:6]([N:8]1[CH2:13][CH2:12][C:11]2[N:14]([CH:28]3[CH2:27][O:29]3)[N:15]=[C:16]([C:17]3[CH:22]=[CH:21][C:20]([Cl:23])=[C:19]([CH3:24])[CH:18]=3)[C:10]=2[CH:9]1[CH3:30])=[O:7])([CH3:4])([CH3:3])[CH3:2].